From a dataset of PAMPA (Parallel Artificial Membrane Permeability Assay) permeability data from NCATS. Regression/Classification. Given a drug SMILES string, predict its absorption, distribution, metabolism, or excretion properties. Task type varies by dataset: regression for continuous measurements (e.g., permeability, clearance, half-life) or binary classification for categorical outcomes (e.g., BBB penetration, CYP inhibition). Dataset: pampa_ncats. (1) The compound is CN1C2=C(C=C(C=C2)NC(=O)COC3=CC=C(C=C3)Cl)N=C1CN4CCCC4. The result is 1 (high permeability). (2) The molecule is CCN(CCCO)CCCOC1=CC2=C(C=C1)C(=NC=N2)NC3=NNC(=C3)CC(=O)NC4=CC(=CC=C4)F. The result is 0 (low-to-moderate permeability).